Dataset: Forward reaction prediction with 1.9M reactions from USPTO patents (1976-2016). Task: Predict the product of the given reaction. Given the reactants C([N:4]1[C:12]2[C:7](=[CH:8][CH:9]=[CH:10][CH:11]=2)[C:6](=[C:13](OCC)[C:14]2[CH:19]=[CH:18][CH:17]=[CH:16][CH:15]=2)[C:5]1=[O:23])(=O)C.[O:24]1[CH2:29][CH2:28][N:27]([CH2:30][C:31]2[CH:37]=[CH:36][C:34]([NH2:35])=[CH:33][CH:32]=2)[CH2:26][CH2:25]1.[OH-].[Na+], predict the reaction product. The product is: [O:24]1[CH2:25][CH2:26][N:27]([CH2:30][C:31]2[CH:37]=[CH:36][C:34]([NH:35]/[C:13](=[C:6]3\[C:5](=[O:23])[NH:4][C:12]4[C:7]\3=[CH:8][CH:9]=[CH:10][CH:11]=4)/[C:14]3[CH:15]=[CH:16][CH:17]=[CH:18][CH:19]=3)=[CH:33][CH:32]=2)[CH2:28][CH2:29]1.